This data is from Forward reaction prediction with 1.9M reactions from USPTO patents (1976-2016). The task is: Predict the product of the given reaction. (1) Given the reactants [CH:1]1[C:6]([Cl:7])=[CH:5][C:4]2[NH:8][C:9]([O:11][C:3]=2[CH:2]=1)=[O:10].Cl[S:13]([OH:16])(=[O:15])=[O:14], predict the reaction product. The product is: [Cl:7][C:6]1[C:1]([S:13]([OH:16])(=[O:15])=[O:14])=[CH:2][C:3]2[O:11][C:9](=[O:10])[NH:8][C:4]=2[CH:5]=1. (2) Given the reactants [C:1]([C:3]1[CH:4]=[N:5][N:6]2[C:11]([C:12]([F:15])([F:14])[F:13])=[CH:10][C:9]([C:16]3[CH:21]=[CH:20][C:19]([C:22]([F:25])([F:24])[F:23])=[CH:18][CH:17]=3)=[N:8][C:7]=12)#[CH:2].[N:26]1[CH:31]=[CH:30][C:29]([CH2:32][NH:33][S:34]([C:37]2[S:38][C:39](Br)=[CH:40][CH:41]=2)(=[O:36])=[O:35])=[CH:28][CH:27]=1, predict the reaction product. The product is: [N:26]1[CH:31]=[CH:30][C:29]([CH2:32][NH:33][S:34]([C:37]2[S:38][C:39]([C:2]#[C:1][C:3]3[CH:4]=[N:5][N:6]4[C:11]([C:12]([F:14])([F:13])[F:15])=[CH:10][C:9]([C:16]5[CH:21]=[CH:20][C:19]([C:22]([F:25])([F:24])[F:23])=[CH:18][CH:17]=5)=[N:8][C:7]=34)=[CH:40][CH:41]=2)(=[O:36])=[O:35])=[CH:28][CH:27]=1. (3) Given the reactants [C:1]([OH:7])(=O)[CH2:2][CH2:3][CH:4]=[CH2:5].[NH2:8][C@H:9]([C:30]1[CH:35]=[CH:34][CH:33]=[CH:32][CH:31]=1)[CH2:10][N:11]([CH3:29])[C:12](=[O:28])[C@H:13]([CH2:17][C:18](=[O:27])[CH2:19][C:20]1[CH:25]=[CH:24][C:23]([Cl:26])=[CH:22][CH:21]=1)[CH2:14][CH:15]=[CH2:16], predict the reaction product. The product is: [Cl:26][C:23]1[CH:24]=[CH:25][C:20]([CH2:19][C:18](=[O:27])[CH2:17][C@H:13]([CH2:14][CH:15]=[CH2:16])[C:12]([N:11]([CH3:29])[CH2:10][C@H:9]([NH:8][C:1](=[O:7])[CH2:2][CH2:3][CH:4]=[CH2:5])[C:30]2[CH:31]=[CH:32][CH:33]=[CH:34][CH:35]=2)=[O:28])=[CH:21][CH:22]=1. (4) Given the reactants [CH2:1]([C:4]1[S:30][C:7]2[N:8]=[C:9]([O:25][CH2:26][CH2:27][CH2:28][OH:29])[N:10]=[C:11]([N:12]3[CH2:17][CH2:16][N:15]4[C:18]([C:21]([F:24])([F:23])[F:22])=[N:19][N:20]=[C:14]4[CH2:13]3)[C:6]=2[CH:5]=1)[CH2:2][CH3:3].Cl([O-])=[O:32].[Na+].Cl[O-].[Na+].C(OCC)(=O)C, predict the reaction product. The product is: [CH2:1]([C:4]1[S:30][C:7]2[N:8]=[C:9]([O:25][CH2:26][CH2:27][C:28]([OH:32])=[O:29])[N:10]=[C:11]([N:12]3[CH2:17][CH2:16][N:15]4[C:18]([C:21]([F:22])([F:24])[F:23])=[N:19][N:20]=[C:14]4[CH2:13]3)[C:6]=2[CH:5]=1)[CH2:2][CH3:3]. (5) Given the reactants [NH2:1][C:2]1[CH:3]=[C:4]([C:9]2[N:13]=[C:12]([C:14]3[S:15][CH:16]=[CH:17][C:18]=3[Cl:19])[O:11][N:10]=2)[CH:5]=[CH:6][C:7]=1[Cl:8].C(N(CC)CC)C.Br[CH2:28][C:29](Br)=[O:30].[CH3:32][N:33]1[CH2:38][CH2:37][NH:36][CH2:35][CH2:34]1, predict the reaction product. The product is: [Cl:8][C:7]1[CH:6]=[CH:5][C:4]([C:9]2[N:13]=[C:12]([C:14]3[S:15][CH:16]=[CH:17][C:18]=3[Cl:19])[O:11][N:10]=2)=[CH:3][C:2]=1[NH:1][C:29](=[O:30])[CH2:28][N:36]1[CH2:37][CH2:38][N:33]([CH3:32])[CH2:34][CH2:35]1. (6) Given the reactants [CH3:1][C:2]1[CH:11]=[CH:10][C:5]([C:6]([O:8][CH3:9])=[O:7])=[CH:4][C:3]=1[O:12][C:13]([F:16])([F:15])[F:14].C1C(=O)N([Br:24])C(=O)C1.C(OOC(=O)C1C=CC=CC=1)(=O)C1C=CC=CC=1, predict the reaction product. The product is: [Br:24][CH2:1][C:2]1[CH:11]=[CH:10][C:5]([C:6]([O:8][CH3:9])=[O:7])=[CH:4][C:3]=1[O:12][C:13]([F:14])([F:15])[F:16]. (7) Given the reactants [NH2:1][C:2]1[CH:32]=[CH:31][C:5]([CH2:6][N:7]([C:24](=[O:30])[C:25]([O:27][CH2:28][CH3:29])=[O:26])[CH:8]([CH:19]2[CH2:23][CH2:22][CH2:21][CH2:20]2)[C:9]2[CH:14]=[CH:13][C:12]([C:15]([F:18])([F:17])[F:16])=[CH:11][CH:10]=2)=[CH:4][CH:3]=1.[C:33](Cl)(=[O:46])[CH2:34][CH2:35][CH2:36][CH2:37][CH2:38][CH2:39][CH2:40][CH2:41][CH2:42][CH2:43][CH2:44][CH3:45], predict the reaction product. The product is: [CH2:28]([O:27][C:25](=[O:26])[C:24]([N:7]([CH:8]([CH:19]1[CH2:23][CH2:22][CH2:21][CH2:20]1)[C:9]1[CH:10]=[CH:11][C:12]([C:15]([F:16])([F:17])[F:18])=[CH:13][CH:14]=1)[CH2:6][C:5]1[CH:4]=[CH:3][C:2]([NH:1][C:33](=[O:46])[CH2:34][CH2:35][CH2:36][CH2:37][CH2:38][CH2:39][CH2:40][CH2:41][CH2:42][CH2:43][CH2:44][CH3:45])=[CH:32][CH:31]=1)=[O:30])[CH3:29].